From a dataset of CYP1A2 inhibition data for predicting drug metabolism from PubChem BioAssay. Regression/Classification. Given a drug SMILES string, predict its absorption, distribution, metabolism, or excretion properties. Task type varies by dataset: regression for continuous measurements (e.g., permeability, clearance, half-life) or binary classification for categorical outcomes (e.g., BBB penetration, CYP inhibition). Dataset: cyp1a2_veith. (1) The drug is Nc1cc(Cl)c(NC2=NCCN2)c(Cl)c1. The result is 0 (non-inhibitor). (2) The drug is Cc1cnc(CNc2nc(-c3cccc(NS(C)(=O)=O)c3)nc3ccccc23)cn1. The result is 1 (inhibitor). (3) The compound is CC1(C)CC(=O)C2=C(C1)N(Cc1ccccc1)C(=O)C2(NC(=O)C(C)(C)C)C(F)(F)F. The result is 0 (non-inhibitor). (4) The molecule is Cc1ccccc1N1C(=O)c2cc(S(N)(=O)=O)c(Cl)cc2N[C@H]1C. The result is 0 (non-inhibitor). (5) The result is 1 (inhibitor). The compound is COC(=O)C1C2CCC(C2)C1C(=O)OCC(=O)c1ccccc1. (6) The result is 1 (inhibitor). The molecule is CS(=O)(=O)Nc1ccc(Nc2c3ccccc3nc3ccccc23)cc1.CS(=O)(=O)O.